From a dataset of Full USPTO retrosynthesis dataset with 1.9M reactions from patents (1976-2016). Predict the reactants needed to synthesize the given product. (1) Given the product [CH2:1]([C:8]1([C:21]([O:23][CH3:24])=[O:22])[CH2:9][CH2:10][NH:11][CH2:12][CH2:13]1)[C:2]1[CH:3]=[CH:4][CH:5]=[CH:6][CH:7]=1, predict the reactants needed to synthesize it. The reactants are: [CH2:1]([C:8]1([C:21]([O:23][CH3:24])=[O:22])[CH2:13][CH2:12][N:11](C(OC(C)(C)C)=O)[CH2:10][CH2:9]1)[C:2]1[CH:7]=[CH:6][CH:5]=[CH:4][CH:3]=1. (2) Given the product [F:51][C:52]1([F:56])[CH2:55][N:54]([C:25]([C:10]2[CH:11]=[C:12]([C:14]([NH:15][CH2:16][C:17]3[CH:22]=[N:21][C:20]([CH3:23])=[N:19][CH:18]=3)=[O:24])[CH:13]=[C:8]([C:5]3[CH:6]=[CH:7][C:2]([CH3:1])=[CH:3][CH:4]=3)[CH:9]=2)=[O:26])[CH2:53]1, predict the reactants needed to synthesize it. The reactants are: [CH3:1][C:2]1[CH:7]=[CH:6][C:5]([C:8]2[CH:13]=[C:12]([C:14](=[O:24])[NH:15][CH2:16][C:17]3[CH:18]=[N:19][C:20]([CH3:23])=[N:21][CH:22]=3)[CH:11]=[C:10]([C:25](O)=[O:26])[CH:9]=2)=[CH:4][CH:3]=1.Cl.CN(C)CCCN=C=NCC.O.ON1C2C=CC=CC=2N=N1.[F:51][C:52]1([F:56])[CH2:55][NH:54][CH2:53]1.C(N(CC)C(C)C)(C)C. (3) Given the product [CH3:44][N:46]([CH3:47])[C:30](=[O:31])[CH2:29][N:25]1[N:24]=[C:23]([C:19]2[CH:20]=[CH:21][CH:22]=[C:17]([N:14]3[CH2:13][C@H:12]4[N:8]([CH2:9][CH2:10][CH2:11]4)[C:7]4[N:33]=[C:3]([S:2][CH3:1])[N:4]=[CH:5][C:6]=4[C:15]3=[O:16])[CH:18]=2)[O:27][C:26]1=[O:28], predict the reactants needed to synthesize it. The reactants are: [CH3:1][S:2][C:3]1[N:4]=[CH:5][C:6]2[C:15](=[O:16])[N:14]([C:17]3[CH:18]=[C:19]([C:23]4[O:27][C:26](=[O:28])[N:25]([CH2:29][C:30](O)=[O:31])[N:24]=4)[CH:20]=[CH:21][CH:22]=3)[CH2:13][C@H:12]3[N:8]([CH2:9][CH2:10][CH2:11]3)[C:7]=2[N:33]=1.ON1C2C=CC=CC=2N=N1.[CH2:44]([N:46]=[C:47]=NCCCN(C)C)C.CNC.C1COCC1.